Dataset: Full USPTO retrosynthesis dataset with 1.9M reactions from patents (1976-2016). Task: Predict the reactants needed to synthesize the given product. (1) The reactants are: [Br:1][C:2]1[CH:7]=[CH:6][C:5]([CH2:8][CH2:9][CH2:10][OH:11])=[CH:4][CH:3]=1.C(N(CC)CC)C.[CH3:19][C:20]([Si:23](Cl)([CH3:25])[CH3:24])([CH3:22])[CH3:21]. Given the product [Br:1][C:2]1[CH:3]=[CH:4][C:5]([CH2:8][CH2:9][CH2:10][O:11][Si:23]([C:20]([CH3:22])([CH3:21])[CH3:19])([CH3:25])[CH3:24])=[CH:6][CH:7]=1, predict the reactants needed to synthesize it. (2) Given the product [F:11][C:12]1[CH:17]=[CH:16][C:15]([C:2]2([OH:1])[CH2:5][CH:4]([C:6]([O:8][CH2:9][CH3:10])=[O:7])[CH2:3]2)=[CH:14][CH:13]=1, predict the reactants needed to synthesize it. The reactants are: [O:1]=[C:2]1[CH2:5][CH:4]([C:6]([O:8][CH2:9][CH3:10])=[O:7])[CH2:3]1.[F:11][C:12]1[CH:17]=[CH:16][C:15]([Mg]Br)=[CH:14][CH:13]=1. (3) Given the product [Br:1][C:2]1[CH:3]=[CH:4][C:5](/[C:8](/[CH3:30])=[C:9](\[CH2:28][CH3:29])/[CH2:10][O:11][C:12]2[CH:17]=[CH:16][C:15]([CH2:18][C@H:19]([O:25][CH2:26][CH3:27])[C:20]([OH:22])=[O:21])=[CH:14][CH:13]=2)=[CH:6][CH:7]=1, predict the reactants needed to synthesize it. The reactants are: [Br:1][C:2]1[CH:7]=[CH:6][C:5](/[C:8](/[CH3:30])=[C:9](\[CH2:28][CH3:29])/[CH2:10][O:11][C:12]2[CH:17]=[CH:16][C:15]([CH2:18][C@H:19]([O:25][CH2:26][CH3:27])[C:20]([O:22]CC)=[O:21])=[CH:14][CH:13]=2)=[CH:4][CH:3]=1.[OH-].[Na+]. (4) Given the product [C:25]1([C:40]2[CH:41]=[CH:42][CH:43]=[CH:44][CH:45]=2)[CH:30]=[CH:29][C:28]([C:31]2[CH:35]=[C:34]([CH3:36])[N:33]([CH2:37][CH2:38][O:15][C:12]3[CH:13]=[CH:14][C:9]([CH2:8][CH2:7][C:6]([OH:5])=[O:24])=[C:10]([CH:16]([C:18]([O:20][CH:21]([CH3:22])[CH3:23])=[O:19])[NH2:17])[CH:11]=3)[N:32]=2)=[CH:27][CH:26]=1, predict the reactants needed to synthesize it. The reactants are: C([O:5][C:6](=[O:24])[CH2:7][CH2:8][C:9]1[CH:14]=[CH:13][C:12]([OH:15])=[CH:11][C:10]=1[CH:16]([C:18]([O:20][CH:21]([CH3:23])[CH3:22])=[O:19])[NH2:17])(C)(C)C.[C:25]1([C:40]2[CH:45]=[CH:44][CH:43]=[CH:42][CH:41]=2)[CH:30]=[CH:29][C:28]([C:31]2[CH:35]=[C:34]([CH3:36])[N:33]([CH2:37][CH2:38]O)[N:32]=2)=[CH:27][CH:26]=1. (5) Given the product [NH2:25][C:14]1[C:15]([F:24])=[C:16]([F:23])[C:17]([O:19][CH:20]([F:21])[F:22])=[C:18]2[C:13]=1[C:12](=[O:28])[C:11]([C:29]([OH:31])=[O:30])=[CH:10][N:9]2[CH:6]1[CH2:8][CH2:7]1, predict the reactants needed to synthesize it. The reactants are: O.C(O)(=O)C.[CH:6]1([N:9]2[C:18]3[C:13](=[C:14]([N+:25]([O-])=O)[C:15]([F:24])=[C:16]([F:23])[C:17]=3[O:19][CH:20]([F:22])[F:21])[C:12](=[O:28])[C:11]([C:29]([O:31]CC)=[O:30])=[CH:10]2)[CH2:8][CH2:7]1. (6) Given the product [CH2:33]([C@H:2]([NH:1][C:47](=[O:48])[C@H:46]([C:50]([CH3:52])([CH3:51])[CH3:53])[NH:45][C:43](=[O:44])[CH2:42][O:41][CH3:40])[C@@H:3]([OH:32])[CH2:4][C@H:5]([CH2:6][C:7]1[CH:12]=[CH:11][C:10]([C:13]2[CH:18]=[CH:17][CH:16]=[CH:15][N:14]=2)=[CH:9][CH:8]=1)[NH:19][C:20](=[O:21])[C@@H:22]([NH:27][C:28](=[O:31])[O:29][CH3:30])[C:23]([CH3:26])([CH3:25])[CH3:24])[C:34]1[CH:35]=[CH:36][CH:37]=[CH:38][CH:39]=1, predict the reactants needed to synthesize it. The reactants are: [NH2:1][C@@H:2]([CH2:33][C:34]1[CH:39]=[CH:38][CH:37]=[CH:36][CH:35]=1)[C@@H:3]([OH:32])[CH2:4][C@@H:5]([NH:19][C:20]([C@@H:22]([NH:27][C:28](=[O:31])[O:29][CH3:30])[C:23]([CH3:26])([CH3:25])[CH3:24])=[O:21])[CH2:6][C:7]1[CH:12]=[CH:11][C:10]([C:13]2[CH:18]=[CH:17][CH:16]=[CH:15][N:14]=2)=[CH:9][CH:8]=1.[CH3:40][O:41][CH2:42][C:43]([NH:45][C@@H:46]([C:50]([CH3:53])([CH3:52])[CH3:51])[C:47](O)=[O:48])=[O:44].CCOP(ON1N=NC2C=CC=CC=2C1=O)(OCC)=O.C(N(CC)C(C)C)(C)C. (7) Given the product [OH:1][CH:2]([CH2:39][OH:40])[CH2:3][O:4][C:5]1[CH:10]=[CH:9][C:8]([C:11]2[C:12]3[CH:19]=[C:18]([CH2:20][O:21][C:22]4[CH:27]=[CH:26][C:25]([C@@H:28]([C:35]#[C:36][CH3:37])[CH2:29][C:30]([OH:32])=[O:31])=[CH:24][CH:23]=4)[CH:17]=[CH:16][C:13]=3[S:14][CH:15]=2)=[C:7]([CH3:38])[CH:6]=1, predict the reactants needed to synthesize it. The reactants are: [OH:1][CH:2]([CH2:39][OH:40])[CH2:3][O:4][C:5]1[CH:10]=[CH:9][C:8]([C:11]2[C:12]3[CH:19]=[C:18]([CH2:20][O:21][C:22]4[CH:27]=[CH:26][C:25]([C@@H:28]([C:35]#[C:36][CH3:37])[CH2:29][C:30]([O:32]CC)=[O:31])=[CH:24][CH:23]=4)[CH:17]=[CH:16][C:13]=3[S:14][CH:15]=2)=[C:7]([CH3:38])[CH:6]=1.[Li+].[OH-].Cl. (8) Given the product [OH:50][CH:55]([CH2:54][OH:53])[CH2:11][N:12]([CH3:6])[C:13]([C:25]1[N:9]2[C:10]([CH2:11][N:12]([C:13]([C:15]3[CH:20]=[CH:19][C:18]([C:32]4[CH:33]=[CH:34][CH:35]=[CH:36][C:31]=4[C:30]([F:41])([F:40])[F:29])=[C:17]([CH3:22])[CH:16]=3)=[O:14])[C:6]3[CH:5]=[C:4]([O:27][CH3:28])[C:3]([O:2][CH3:1])=[CH:26][C:7]=3[CH2:8]2)=[CH:23][CH:24]=1)=[O:14], predict the reactants needed to synthesize it. The reactants are: [CH3:1][O:2][C:3]1[C:4]([O:27][CH3:28])=[CH:5][C:6]2[N:12]([C:13]([C:15]3[CH:20]=[CH:19][C:18](Br)=[C:17]([CH3:22])[CH:16]=3)=[O:14])[CH2:11][C:10]3=[CH:23][CH:24]=[CH:25][N:9]3[CH2:8][C:7]=2[CH:26]=1.[F:29][C:30]([F:41])([F:40])[C:31]1[CH:36]=[CH:35][CH:34]=[CH:33][C:32]=1B(O)O.P([O-])([O-])([O-])=O.[K+].[K+].[K+].[O:50]1[CH2:55][CH2:54][O:53]CC1. (9) Given the product [NH:15]1[CH2:16][CH2:17][CH2:18][C@@H:13]([NH:12][C:10]([C:9]2[N:8]3[C:4]([S:5][CH:6]=[CH:7]3)=[N:3][C:2]=2[CH3:1])=[O:11])[CH2:14]1, predict the reactants needed to synthesize it. The reactants are: [CH3:1][C:2]1[N:3]=[C:4]2[N:8]([C:9]=1[C:10]([NH:12][C@@H:13]1[CH2:18][CH2:17][CH2:16][N:15](C(O)=O)[CH2:14]1)=[O:11])[CH:7]=[CH:6][S:5]2.C(O)(C(F)(F)F)=O.